This data is from Peptide-MHC class I binding affinity with 185,985 pairs from IEDB/IMGT. The task is: Regression. Given a peptide amino acid sequence and an MHC pseudo amino acid sequence, predict their binding affinity value. This is MHC class I binding data. (1) The peptide sequence is SLVWAPLILAYF. The MHC is HLA-B15:01 with pseudo-sequence HLA-B15:01. The binding affinity (normalized) is 0.137. (2) The peptide sequence is KLVALGINAV. The MHC is HLA-A02:02 with pseudo-sequence HLA-A02:02. The binding affinity (normalized) is 0.592. (3) The peptide sequence is VHREWFMDL. The MHC is HLA-B39:01 with pseudo-sequence HLA-B39:01. The binding affinity (normalized) is 0.325. (4) The peptide sequence is KYNGIITDTI. The MHC is HLA-A24:02 with pseudo-sequence HLA-A24:02. The binding affinity (normalized) is 1.00. (5) The peptide sequence is SHEQGDIAL. The MHC is HLA-B18:01 with pseudo-sequence HLA-B18:01. The binding affinity (normalized) is 0.0847. (6) The peptide sequence is SCPPTCPGYR. The MHC is Patr-A0401 with pseudo-sequence Patr-A0401. The binding affinity (normalized) is 0.803. (7) The peptide sequence is VRALGGLAC. The MHC is HLA-A02:01 with pseudo-sequence HLA-A02:01. The binding affinity (normalized) is 0. (8) The peptide sequence is VSEHFSLLF. The MHC is HLA-A30:01 with pseudo-sequence HLA-A30:01. The binding affinity (normalized) is 0.0847. (9) The peptide sequence is LPFPFLYKFLL. The MHC is HLA-A23:01 with pseudo-sequence HLA-A23:01. The binding affinity (normalized) is 0.467. (10) The peptide sequence is NNKSRLVAF. The MHC is HLA-A69:01 with pseudo-sequence HLA-A69:01. The binding affinity (normalized) is 0.0847.